Dataset: Reaction yield outcomes from USPTO patents with 853,638 reactions. Task: Predict the reaction yield, written as a fraction of the theoretical maximum amount of product (1.0 means a 100% yield; for example, 0.34 means a 34% yield). (1) The reactants are [F:1][C:2]1[CH:3]=[C:4]([C:8]2[C:9]([C:20](O)=[O:21])=[CH:10][C:11]([CH:18]=[CH2:19])=[C:12]3[C:17]=2[N:16]=[CH:15][CH:14]=[CH:13]3)[CH:5]=[CH:6][CH:7]=1.Cl.[CH3:24][NH:25][O:26][CH3:27].F[P-](F)(F)(F)(F)F.N1(O[P+](N(C)C)(N(C)C)N(C)C)C2C=CC=CC=2N=N1.C(N(CC)C(C)C)(C)C. The catalyst is CN(C)C=O. The product is [F:1][C:2]1[CH:3]=[C:4]([C:8]2[C:9]([C:20]([N:25]([O:26][CH3:27])[CH3:24])=[O:21])=[CH:10][C:11]([CH:18]=[CH2:19])=[C:12]3[C:17]=2[N:16]=[CH:15][CH:14]=[CH:13]3)[CH:5]=[CH:6][CH:7]=1. The yield is 0.420. (2) The reactants are [CH3:1][S:2]([C:5]1[N:10]=[C:9]([CH3:11])[C:8]([O:12]C(=O)C)=[CH:7][CH:6]=1)(=[O:4])=[O:3].[OH-].[Na+].Cl. No catalyst specified. The product is [CH3:1][S:2]([C:5]1[N:10]=[C:9]([CH3:11])[C:8]([OH:12])=[CH:7][CH:6]=1)(=[O:4])=[O:3]. The yield is 0.970. (3) The reactants are [CH3:1][N:2]([CH:13]1[CH2:18][CH2:17][NH:16][CH2:15][CH2:14]1)[C:3](=[O:12])[O:4][CH2:5][C:6]1[CH:11]=[CH:10][CH:9]=[CH:8][CH:7]=1.Br[C:20]1[CH:25]=[CH:24][N:23]=[C:22]([N:26]([CH3:28])[CH3:27])[CH:21]=1.C(O[Na])(C)(C)C. The catalyst is C1(C)C=CC=CC=1.C1C=CC(/C=C/C(/C=C/C2C=CC=CC=2)=O)=CC=1.C1C=CC(/C=C/C(/C=C/C2C=CC=CC=2)=O)=CC=1.C1C=CC(/C=C/C(/C=C/C2C=CC=CC=2)=O)=CC=1.[Pd].[Pd]. The product is [CH3:27][N:26]([CH3:28])[C:22]1[CH:21]=[C:20]([N:16]2[CH2:15][CH2:14][CH:13]([N:2]([CH3:1])[C:3](=[O:12])[O:4][CH2:5][C:6]3[CH:11]=[CH:10][CH:9]=[CH:8][CH:7]=3)[CH2:18][CH2:17]2)[CH:25]=[CH:24][N:23]=1. The yield is 0.630. (4) The reactants are [CH2:1]([C:5]1[C:9]([CH2:10][CH2:11][CH2:12][OH:13])=[CH:8][N:7]([C:14]2[CH:19]=[CH:18][C:17]([C:20]([F:23])([F:22])[F:21])=[CH:16][N:15]=2)[N:6]=1)[CH2:2][CH2:3][CH3:4].O[C:25]1[CH:30]=[CH:29][CH:28]=[CH:27][C:26]=1[CH2:31][C:32]([O:34]C)=[O:33].C(P(CCCC)CCCC)CCC.N(C(N1CCCCC1)=O)=NC(N1CCCCC1)=O. The catalyst is O1CCCC1. The product is [CH2:1]([C:5]1[C:9]([CH2:10][CH2:11][CH2:12][O:13][C:25]2[CH:30]=[CH:29][CH:28]=[CH:27][C:26]=2[CH2:31][C:32]([OH:34])=[O:33])=[CH:8][N:7]([C:14]2[CH:19]=[CH:18][C:17]([C:20]([F:21])([F:22])[F:23])=[CH:16][N:15]=2)[N:6]=1)[CH2:2][CH2:3][CH3:4]. The yield is 0.750. (5) The reactants are Cl[C:2]([O:4][CH3:5])=[O:3].[C:6]([C:8]1[CH:13]=[CH:12][C:11]([NH:14][C:15]([C:17]2[CH:18]=[C:19]([C:24]3[CH:29]=[CH:28][C:27]([F:30])=[CH:26][C:25]=3[F:31])[CH:20]=[CH:21]C=2O)=[O:16])=[CH:10][CH:9]=1)#[N:7].Cl. The catalyst is O1CCCC1.N1C=CC=CC=1. The product is [F:31][C:25]1[CH:26]=[C:27]([F:30])[CH:28]=[CH:29][C:24]=1[C:19]1[CH:20]=[CH:21][C:5]2[O:4][C:2](=[O:3])[N:14]([C:11]3[CH:10]=[CH:9][C:8]([C:6]#[N:7])=[CH:13][CH:12]=3)[C:15](=[O:16])[C:17]=2[CH:18]=1. The yield is 0.220. (6) The reactants are [N+:1]([C:4]1[CH:5]=[C:6]([Cl:19])[CH:7]=[C:8]2[C:12]=1[NH:11][C:10]([C:13]1[CH:18]=[CH:17][CH:16]=[CH:15][CH:14]=1)=[CH:9]2)([O-:3])=[O:2].P(Cl)(Cl)(OCl)=O.CN([CH:29]=[O:30])C. The catalyst is ClCCl. The product is [Cl:19][C:6]1[CH:7]=[C:8]2[C:12](=[C:4]([N+:1]([O-:3])=[O:2])[CH:5]=1)[NH:11][C:10]([C:13]1[CH:18]=[CH:17][CH:16]=[CH:15][CH:14]=1)=[C:9]2[CH:29]=[O:30]. The yield is 0.450. (7) The product is [CH2:1]([N:3]1[CH2:8][CH2:7][N:6]([C:9]([C:11]2[CH:12]=[CH:13][C:14]([N:17]3[C:21]([OH:22])=[C:20]([C:24]4[CH:31]=[CH:30][C:27]([C:28]#[N:29])=[C:26]([F:32])[C:25]=4[CH3:33])[CH:19]=[N:18]3)=[N:15][CH:16]=2)=[O:10])[CH2:5][CH2:4]1)[CH3:2]. The catalyst is CS(C)=O. The yield is 0.363. The reactants are [CH2:1]([N:3]1[CH2:8][CH2:7][N:6]([C:9]([C:11]2[CH:12]=[CH:13][C:14]([N:17]3[C:21]([O:22]C)=[C:20]([C:24]4[CH:31]=[CH:30][C:27]([C:28]#[N:29])=[C:26]([F:32])[C:25]=4[CH3:33])[CH:19]=[N:18]3)=[N:15][CH:16]=2)=[O:10])[CH2:5][CH2:4]1)[CH3:2].CC(N(C)C)=O.[Cl-].[Li+]. (8) The yield is 0.310. The catalyst is C(Cl)Cl. The product is [C:1]([C:5]1[CH:10]=[CH:9][C:8]([N:11]2[CH:15]([C:16]3[CH:21]=[CH:20][C:19]([N+:22]([O-:24])=[O:23])=[CH:18][CH:17]=3)[CH2:14][CH2:13][CH:12]2[C:25]2[CH:30]=[CH:29][C:28]([NH:42][CH2:41][C:40]3[CH:43]=[CH:44][C:37]([O:36][CH3:35])=[CH:38][CH:39]=3)=[C:27]([N+:32]([O-:34])=[O:33])[CH:26]=2)=[CH:7][CH:6]=1)([CH3:4])([CH3:3])[CH3:2]. The reactants are [C:1]([C:5]1[CH:10]=[CH:9][C:8]([N:11]2[CH:15]([C:16]3[CH:21]=[CH:20][C:19]([N+:22]([O-:24])=[O:23])=[CH:18][CH:17]=3)[CH2:14][CH2:13][CH:12]2[C:25]2[CH:30]=[CH:29][C:28](Cl)=[C:27]([N+:32]([O-:34])=[O:33])[CH:26]=2)=[CH:7][CH:6]=1)([CH3:4])([CH3:3])[CH3:2].[CH3:35][O:36][C:37]1[CH:44]=[CH:43][C:40]([CH2:41][NH2:42])=[CH:39][CH:38]=1. (9) The reactants are C([NH:9][C:10]([NH:12][C:13]1[C:14]([C:23]([O:25]CC)=O)=[N:15][O:16][C:17]=1[CH:18]1[CH2:22][CH2:21][CH2:20][CH2:19]1)=[O:11])(=O)C1C=CC=CC=1.C(=O)([O-])[O-].[K+].[K+]. The catalyst is CO. The product is [CH:18]1([C:17]2[O:16][N:15]=[C:14]3[C:23](=[O:25])[NH:9][C:10](=[O:11])[NH:12][C:13]=23)[CH2:19][CH2:20][CH2:21][CH2:22]1. The yield is 0.700.